This data is from Forward reaction prediction with 1.9M reactions from USPTO patents (1976-2016). The task is: Predict the product of the given reaction. (1) Given the reactants C(OC([N:8]1[CH2:12][CH2:11][CH:10]([NH:13][C:14]([C:16]2[S:17][CH:18]=[CH:19][C:20]=2[NH:21][C:22]2[CH:27]=[CH:26][N:25]=[C:24]3[NH:28][CH:29]=[CH:30][C:23]=23)=[O:15])[CH2:9]1)=O)(C)(C)C.[NH2:31][CH2:32]CC1N=CNC=1, predict the reaction product. The product is: [NH:31]1[CH:32]=[C:12]([CH2:11][CH2:10][NH:13][C:14]([C:16]2[S:17][CH:18]=[CH:19][C:20]=2[NH:21][C:22]2[CH:27]=[CH:26][N:25]=[C:24]3[NH:28][CH:29]=[CH:30][C:23]=23)=[O:15])[N:8]=[CH:9]1. (2) Given the reactants [Br:1][C:2]1[CH:7]=[CH:6][C:5]([N:8]([CH3:10])[CH3:9])=[CH:4][C:3]=1[CH2:11][OH:12].[H-].[Na+].[CH2:15](Br)[C:16]1[CH:21]=[CH:20][CH:19]=[CH:18][CH:17]=1, predict the reaction product. The product is: [CH2:15]([O:12][CH2:11][C:3]1[CH:4]=[C:5]([CH:6]=[CH:7][C:2]=1[Br:1])[N:8]([CH3:9])[CH3:10])[C:16]1[CH:21]=[CH:20][CH:19]=[CH:18][CH:17]=1. (3) Given the reactants [CH2:1]([O:3][C:4]([CH:6]1[CH2:11][CH2:10][C:9](=[O:12])[CH2:8][CH2:7]1)=[O:5])[CH3:2].[CH2:13](O)[CH2:14][OH:15].CC1C=CC(S(O)(=O)=O)=CC=1, predict the reaction product. The product is: [CH2:1]([O:3][C:4]([CH:6]1[CH2:11][CH2:10][C:9]2([O:15][CH2:14][CH2:13][O:12]2)[CH2:8][CH2:7]1)=[O:5])[CH3:2]. (4) The product is: [CH2:12]([NH:15][CH:8]1[CH2:9][CH2:10][C:5]2([O:4][CH2:3][CH2:2][O:1]2)[CH2:6][CH2:7]1)[CH2:13][CH3:14]. Given the reactants [O:1]1[C:5]2([CH2:10][CH2:9][C:8](=O)[CH2:7][CH2:6]2)[O:4][CH2:3][CH2:2]1.[CH2:12]([NH2:15])[CH2:13][CH3:14].C(O[BH-](OC(=O)C)OC(=O)C)(=O)C.[Na+], predict the reaction product. (5) Given the reactants C1N=CN([C:6]([N:8]2[CH:12]=[N:11][CH:10]=[CH:9]2)=[O:7])C=1.[CH:13]1(C(O)=O)[CH2:15][CH2:14]1, predict the reaction product. The product is: [N:8]1([C:6]([CH:13]2[CH2:15][CH2:14]2)=[O:7])[CH:9]=[CH:10][N:11]=[CH:12]1. (6) Given the reactants [CH2:1]([NH:8][C:9]1[CH2:13][O:12][C:11](=[O:14])[CH:10]=1)[C:2]1[CH:7]=[CH:6][CH:5]=[CH:4][CH:3]=1.[OH-].[Na+].[Cl:17][C:18]1[CH:23]=[CH:22][C:21]([CH2:24]Cl)=[CH:20][N:19]=1, predict the reaction product. The product is: [CH2:1]([N:8]([CH2:24][C:21]1[CH:20]=[N:19][C:18]([Cl:17])=[CH:23][CH:22]=1)[C:9]1[CH2:13][O:12][C:11](=[O:14])[CH:10]=1)[C:2]1[CH:3]=[CH:4][CH:5]=[CH:6][CH:7]=1. (7) Given the reactants [S:1]([OH:11])(=[O:10])([C:3]1[CH:8]=[CH:7][C:6]([NH2:9])=[CH:5][CH:4]=1)=O.[CH:12]1[CH:17]=[CH:16][CH:15]=[CH:14][CH:13]=1.FC(F)(F)C(OC(=O)C(F)(F)F)=O.FC(F)(F)C(O)=O, predict the reaction product. The product is: [C:12]1([S:1]([C:3]2[CH:4]=[CH:5][C:6]([NH2:9])=[CH:7][CH:8]=2)(=[O:10])=[O:11])[CH:17]=[CH:16][CH:15]=[CH:14][CH:13]=1. (8) Given the reactants [CH2:1]([C:3]1[CH:4]=[C:5]([CH:8]=[CH:9][C:10]=1[N:11]([CH3:22])[C:12]1[N:17]=[CH:16][C:15]2[N:18]=[CH:19][N:20]([CH3:21])[C:14]=2[CH:13]=1)[CH:6]=[O:7])[CH3:2].[CH3:23][Mg]Br, predict the reaction product. The product is: [CH2:1]([C:3]1[CH:4]=[C:5]([CH:6]([OH:7])[CH3:23])[CH:8]=[CH:9][C:10]=1[N:11]([CH3:22])[C:12]1[N:17]=[CH:16][C:15]2[N:18]=[CH:19][N:20]([CH3:21])[C:14]=2[CH:13]=1)[CH3:2].